Predict the product of the given reaction. From a dataset of Forward reaction prediction with 1.9M reactions from USPTO patents (1976-2016). (1) Given the reactants [Br:1][C:2]1[CH:3]=[CH:4][C:5]2[O:6][CH2:7][CH2:8][NH:9][C:10]=2[N:11]=1.[NH2:12][C:13]1[CH:18]=[CH:17][N:16]=[CH:15][CH:14]=1.N[C:20](N)=[O:21], predict the reaction product. The product is: [Br:1][C:2]1[CH:3]=[CH:4][C:5]2[O:6][CH2:7][CH2:8][N:9]([C:20]([NH:12][C:13]3[CH:18]=[CH:17][N:16]=[CH:15][CH:14]=3)=[O:21])[C:10]=2[N:11]=1. (2) Given the reactants [C:1]([O:5][C:6]([NH:8][C@H:9]1[C:26]2[CH:27]=[C:22]([C:23]([OH:28])=[CH:24][CH:25]=2)[C:21]2=[CH:29][C:17](=[CH:18][CH:19]=[C:20]2[OH:30])[CH2:16][C@@H:15]([C:31]([O:33][CH3:34])=[O:32])[NH:14][C:13](=[O:35])[C@H:12]([CH3:36])[NH:11][C:10]1=[O:37])=[O:7])([CH3:4])([CH3:3])[CH3:2].CCN(CC)CC.[F:45][C:46]([F:59])([F:58])[S:47](O[S:47]([C:46]([F:59])([F:58])[F:45])(=[O:49])=[O:48])(=[O:49])=[O:48], predict the reaction product. The product is: [C:1]([O:5][C:6]([NH:8][C@H:9]1[C:26]2[CH:27]=[C:22]([C:23]([O:28][S:47]([C:46]([F:59])([F:58])[F:45])(=[O:49])=[O:48])=[CH:24][CH:25]=2)[C:21]2=[CH:29][C:17](=[CH:18][CH:19]=[C:20]2[O:30][S:47]([C:46]([F:59])([F:58])[F:45])(=[O:49])=[O:48])[CH2:16][C@@H:15]([C:31]([O:33][CH3:34])=[O:32])[NH:14][C:13](=[O:35])[C@H:12]([CH3:36])[NH:11][C:10]1=[O:37])=[O:7])([CH3:4])([CH3:2])[CH3:3]. (3) Given the reactants Br[C:2]1[CH:7]=[CH:6][C:5]([C:8]2[CH:13]=[CH:12][C:11]([F:14])=[CH:10][CH:9]=2)=[CH:4][CH:3]=1.[NH2:15][C:16]1[N:17]([CH3:22])[N:18]=[C:19]([CH3:21])[CH:20]=1.CC(C)([O-])C.[Na+].C1C=CC(P(C2C(C3C(P(C4C=CC=CC=4)C4C=CC=CC=4)=CC=C4C=3C=CC=C4)=C3C(C=CC=C3)=CC=2)C2C=CC=CC=2)=CC=1, predict the reaction product. The product is: [CH3:22][N:17]1[C:16]([NH:15][C:2]2[CH:7]=[CH:6][C:5]([C:8]3[CH:13]=[CH:12][C:11]([F:14])=[CH:10][CH:9]=3)=[CH:4][CH:3]=2)=[CH:20][C:19]([CH3:21])=[N:18]1.